This data is from Full USPTO retrosynthesis dataset with 1.9M reactions from patents (1976-2016). The task is: Predict the reactants needed to synthesize the given product. (1) Given the product [CH3:7][C:4]1[CH:5]=[CH:6][N:2]([NH:1][C:26](=[O:27])[C@@H:25]([NH:24][C:22](=[O:23])[O:21][C:17]([CH3:19])([CH3:18])[CH3:20])[CH3:29])[C:3]=1[C:8](=[O:9])[NH:10][C:11]1[CH:12]=[CH:13][CH:14]=[CH:15][CH:16]=1, predict the reactants needed to synthesize it. The reactants are: [NH2:1][N:2]1[CH:6]=[CH:5][C:4]([CH3:7])=[C:3]1[C:8]([NH:10][C:11]1[CH:16]=[CH:15][CH:14]=[CH:13][CH:12]=1)=[O:9].[C:17]([O:21][C:22]([NH:24][C@@H:25]([CH3:29])[C:26](O)=[O:27])=[O:23])([CH3:20])([CH3:19])[CH3:18].C(N(CC)C(C)C)(C)C.C(P1(=O)OP(CCC)(=O)OP(CCC)(=O)O1)CC. (2) Given the product [CH2:11]([N:18]1[CH2:23][CH2:22][CH2:21][CH2:20][CH:19]1[CH2:24][CH2:25][CH:26]=[O:27])[C:12]1[CH:17]=[CH:16][CH:15]=[CH:14][CH:13]=1, predict the reactants needed to synthesize it. The reactants are: C(Cl)(=O)C(Cl)=O.CS(C)=O.[CH2:11]([N:18]1[CH2:23][CH2:22][CH2:21][CH2:20][CH:19]1[CH2:24][CH2:25][CH2:26][OH:27])[C:12]1[CH:17]=[CH:16][CH:15]=[CH:14][CH:13]=1.CCN(CC)CC. (3) Given the product [C:1]1([S:7]([N:10]2[C:18]3[C:13](=[N:14][C:15]([C:38]4[CH:39]=[CH:40][C:35]([F:34])=[CH:36][CH:37]=4)=[C:16]([C:19]4[CH:26]=[CH:25][C:22]([C:23]#[N:24])=[CH:21][CH:20]=4)[CH:17]=3)[CH:12]=[CH:11]2)(=[O:9])=[O:8])[CH:6]=[CH:5][CH:4]=[CH:3][CH:2]=1, predict the reactants needed to synthesize it. The reactants are: [C:1]1([S:7]([N:10]2[C:18]3[C:13](=[N:14][C:15](Cl)=[C:16]([C:19]4[CH:26]=[CH:25][C:22]([C:23]#[N:24])=[CH:21][CH:20]=4)[CH:17]=3)[CH:12]=[CH:11]2)(=[O:9])=[O:8])[CH:6]=[CH:5][CH:4]=[CH:3][CH:2]=1.C(=O)([O-])[O-].[Na+].[Na+].[F:34][C:35]1[CH:40]=[CH:39][C:38](B(O)O)=[CH:37][CH:36]=1.